From a dataset of Peptide-MHC class II binding affinity with 134,281 pairs from IEDB. Regression. Given a peptide amino acid sequence and an MHC pseudo amino acid sequence, predict their binding affinity value. This is MHC class II binding data. (1) The peptide sequence is TAAINKGILVTVNPI. The MHC is DRB1_0401 with pseudo-sequence DRB1_0401. The binding affinity (normalized) is 0.403. (2) The peptide sequence is TLLRAVESYLLAHSD. The MHC is HLA-DQA10401-DQB10402 with pseudo-sequence HLA-DQA10401-DQB10402. The binding affinity (normalized) is 0.318. (3) The peptide sequence is KVLELAAALSDDFER. The MHC is DRB1_0101 with pseudo-sequence DRB1_0101. The binding affinity (normalized) is 0.214. (4) The peptide sequence is VCGMFTNRSGSQQ. The MHC is DRB1_0802 with pseudo-sequence DRB1_0802. The binding affinity (normalized) is 0.640. (5) The peptide sequence is REYAAVAEELGALLA. The MHC is HLA-DQA10102-DQB10602 with pseudo-sequence HLA-DQA10102-DQB10602. The binding affinity (normalized) is 0.227. (6) The peptide sequence is ENPVVHFFKNIVTPR. The MHC is HLA-DPA10103-DPB10201 with pseudo-sequence HLA-DPA10103-DPB10201. The binding affinity (normalized) is 0. (7) The peptide sequence is ASILDGDNLFPKV. The MHC is DRB3_0101 with pseudo-sequence DRB3_0101. The binding affinity (normalized) is 0.598.